Dataset: Peptide-MHC class II binding affinity with 134,281 pairs from IEDB. Task: Regression. Given a peptide amino acid sequence and an MHC pseudo amino acid sequence, predict their binding affinity value. This is MHC class II binding data. (1) The peptide sequence is RTATNIWIDHNSFSN. The MHC is HLA-DPA10201-DPB10501 with pseudo-sequence HLA-DPA10201-DPB10501. The binding affinity (normalized) is 0. (2) The peptide sequence is SEIEEFRDRARVPLT. The MHC is DRB1_0101 with pseudo-sequence DRB1_0101. The binding affinity (normalized) is 0.310. (3) The peptide sequence is GELQIVDKITAAFKI. The MHC is DRB1_1201 with pseudo-sequence DRB1_1201. The binding affinity (normalized) is 0.581. (4) The peptide sequence is LKLATGMRNVPEKQT. The MHC is DRB1_1302 with pseudo-sequence DRB1_1302. The binding affinity (normalized) is 0.400. (5) The peptide sequence is EKKYFAATQFKPLAA. The MHC is HLA-DPA10201-DPB10101 with pseudo-sequence HLA-DPA10201-DPB10101. The binding affinity (normalized) is 0.958. (6) The MHC is HLA-DPA10103-DPB10401 with pseudo-sequence HLA-DPA10103-DPB10401. The binding affinity (normalized) is 0.521. The peptide sequence is VSGAAVVSGFVVASL. (7) The peptide sequence is SQDCELSWNLNGLQAY. The MHC is HLA-DQA10101-DQB10501 with pseudo-sequence HLA-DQA10101-DQB10501. The binding affinity (normalized) is 0.460.